The task is: Binary Classification. Given a miRNA mature sequence and a target amino acid sequence, predict their likelihood of interaction.. This data is from Experimentally validated miRNA-target interactions with 360,000+ pairs, plus equal number of negative samples. (1) The miRNA is mmu-miR-501-5p with sequence AAUCCUUUGUCCCUGGGUGAAA. The protein sequence of the target gene is MPFQKHVYYPLANSPEGPDASAIGAAPMAFVPPSAASGPLPFFQFRPRLESVDWRRLSAIDVDKVAGAVDVLTLQENIMNITFCKLEDEKCPHCQSGVDPVLLKLIRLAQLTIEYLMHSQEFLTSQLNLVEERLRLSLLDYEQSKQLLTKQAGEIKLLKEECKRRKKMLSTQQLMIEAKASYYQCHFCDKAFMNQAFLQSHIQRRHTEDSHLEYNTKAQTDRLQKEIDMLKEQLQLTRSQLESAQHSHAVRFSKDYEMQKSKEEDFLKLFDRWKEEEKEKLLEEMEKVKGMFMREFKELT.... Result: 0 (no interaction). (2) The protein sequence of the target gene is MAVPVPLGRFGSFCLRLLRLLALLELLVHPVLGRVHHLALKDDVRHKVHLNTFGFFKDGYMVVNVSSLSVNEPEGATDKDAEIGFSLDRTKNDGFSSYLDEDVNYCILKKKSMSSVTLVILDISGSIVKVRSPPEAGKQLPEIVFSKDEKILSQSQEPAVSSNPKDSEARRTLDGFKAGRSTVDSKAITERSFSIHKNDGVVSFQFFFNISTDDQEGLYSLYFHKCSGNNVKPGEQASFSLNIAITEKNPNSYLSAGEIPLPKLYVSMALFFFLSGTIWIHILRKRRNDVFKIHWLMAAL.... The miRNA is hsa-miR-216a-5p with sequence UAAUCUCAGCUGGCAACUGUGA. Result: 0 (no interaction). (3) Result: 0 (no interaction). The protein sequence of the target gene is MVRGRISRLSVRDVRFPTSLGGHGADAMHTDPDYSAAYVVIETDAEDGIKGCGITFTLGKGTEVVVCAVNALAHHVLNKDLKDIVGDFRGFYRQLTSDGQLRWIGPEKGVVHLATAAVLNAVWDLWAKQEGKPVWKLLVDMDPRMLVSCIDFRYITDVLTEEDALEILQKGQIGKKEREKQMLAQGYPAYTTSCAWLGYSDDTLKQLCAQALKDGWTRFKVKVGADLQDDMRRCQIIRDMIGPEKTLMMDANQRWDVPEAVEWMSKLAKFKPLWIEEPTSPDDILGHATISKALVPLGIG.... The miRNA is hsa-miR-20a-3p with sequence ACUGCAUUAUGAGCACUUAAAG. (4) The miRNA is hsa-miR-27a-3p with sequence UUCACAGUGGCUAAGUUCCGC. The protein sequence of the target gene is MANINLKEITLIVGVVTACYWNSLFCGFVFDDVSAILDNKDLHPSTPLKTLFQNDFWGTPMSEERSHKSYRPLTVLTFRLNYLLSELKPMSYHLLNMIFHAVVSVIFLKVCKLFLDNKSSVIASLLFAVHPIHTEAVTGVVGRAELLSSIFFLAAFLSYTRSKGPDNSIIWTPIALTVFLVAVATLCKEQGITVVGICCVYEVFIAQGYTLPLLCTTAGQFLRGKGSIPFSMLQTLVKLIVLMFSTLLLVVIRVQVIQSQLPVFTRFDNPAAVSPTPTRQLTFNYLLPVNAWLLLNPSEL.... Result: 1 (interaction). (5) The miRNA is hsa-miR-4739 with sequence AAGGGAGGAGGAGCGGAGGGGCCCU. The protein sequence of the target gene is MDSELKEEIPVHEEFILCGGAETQVLKCGPWTDLFHDQSVKRPKLLIFIIPGNPGFSAFYVPFAKALYSLTNRRFPVWTISHAGHALAPKDKKILTTSEDSNAQEIKDIYGLNGQIEHKLAFLRTHVPKDMKLVLIGHSIGSYFTLQMLKRVPELPVIRAFLLFPTIERMSESPNGRIATPLLCWFRYVLYVTGYLLLKPCPETIKSLLIRRGLQVMNLENEFSPLNILEPFCLANAAYLGGQEMMEVVKRDDETIKEHLCKLTFYYGTIDPWCPKEYYEDIKKDFPEGDIRLCEKNIPH.... Result: 0 (no interaction). (6) The miRNA is hsa-miR-4295 with sequence CAGUGCAAUGUUUUCCUU. The protein sequence of the target gene is MTVGRTAGGPECAEWSREIFPPKSSSSDTEPEDEQFGEGLVLPRAGKLHEFLSPEEDTDSTSDSTGSFYRTPQVPKQRGRWDVLESLFQSDPDSDLNDAEDEEDLESFFQDKSRGKPQVQDPPSLRHGSMRRCSSMTSLPSDIPKARILPTSDSGPPSQHRSVCSWASSITVPQPFRMTLREARKKAQWLASPASFEQERLQAQKQGEEEAECHRQFRAQPVPAHVYLPLYQEIMERREARRRAGIRKRKELLLSSLKPFSFLEKKEQQKEDAPQRDSAAVAQTKVSPKKATSRKIPKSI.... Result: 0 (no interaction).